This data is from Catalyst prediction with 721,799 reactions and 888 catalyst types from USPTO. The task is: Predict which catalyst facilitates the given reaction. (1) Reactant: [CH3:1][O:2][C:3]1[CH:4]=[C:5]2[C:10](=[CH:11][C:12]=1[O:13][CH3:14])[N:9]=[CH:8][CH:7]=[C:6]2[O:15][C:16]1[C:22]([CH3:23])=[CH:21][C:19]([NH2:20])=[C:18]([CH3:24])[CH:17]=1.C(N(CC)CC)C.[C:32](Cl)(Cl)=[S:33].[N:36]1([CH2:42][CH2:43][NH2:44])[CH2:41][CH2:40][CH2:39][CH2:38][CH2:37]1. Product: [CH3:1][O:2][C:3]1[CH:4]=[C:5]2[C:10](=[CH:11][C:12]=1[O:13][CH3:14])[N:9]=[CH:8][CH:7]=[C:6]2[O:15][C:16]1[C:22]([CH3:23])=[CH:21][C:19]([NH:20][C:32]([NH:44][CH2:43][CH2:42][N:36]2[CH2:41][CH2:40][CH2:39][CH2:38][CH2:37]2)=[S:33])=[C:18]([CH3:24])[CH:17]=1. The catalyst class is: 42. (2) Reactant: [Si:1](Cl)([C:4]([CH3:7])([CH3:6])[CH3:5])([CH3:3])[CH3:2].C(N(CC)CC)C.[F:16][C:17]([F:32])([F:31])[C:18]([C:24]1[CH:29]=[CH:28][C:27]([I:30])=[CH:26][CH:25]=1)([OH:23])[C:19]([F:22])([F:21])[F:20]. Product: [C:4]([Si:1]([O:23][C:18]([C:24]1[CH:25]=[CH:26][C:27]([I:30])=[CH:28][CH:29]=1)([C:17]([F:16])([F:31])[F:32])[C:19]([F:22])([F:21])[F:20])([CH3:3])[CH3:2])([CH3:7])([CH3:6])[CH3:5]. The catalyst class is: 119. (3) Reactant: [Cl:1][C:2]1[C:15]([CH2:16][N:17]2[CH2:36][CH2:35][C:20]3([O:25][CH2:24][CH2:23][N:22]([C:26]([C:28]4[N:29]=[C:30]([CH2:33][CH3:34])[S:31][CH:32]=4)=[O:27])[CH2:21]3)[CH2:19][CH2:18]2)=[CH:14][CH:13]=[CH:12][C:3]=1[CH2:4][CH2:5][O:6][CH2:7][CH2:8][C:9]([OH:11])=O.CCN(C(C)C)C(C)C.[CH3:46][O:47][CH:48]([O:56][CH3:57])[CH2:49][NH:50][CH:51]1[CH2:55][CH2:54][CH2:53][CH2:52]1.CN(C(ON1N=NC2C=CC=NC1=2)=[N+](C)C)C.F[P-](F)(F)(F)(F)F. Product: [Cl:1][C:2]1[C:15]([CH2:16][N:17]2[CH2:18][CH2:19][C:20]3([O:25][CH2:24][CH2:23][N:22]([C:26]([C:28]4[N:29]=[C:30]([CH2:33][CH3:34])[S:31][CH:32]=4)=[O:27])[CH2:21]3)[CH2:35][CH2:36]2)=[CH:14][CH:13]=[CH:12][C:3]=1[CH2:4][CH2:5][O:6][CH2:7][CH2:8][C:9]([N:50]([CH:51]1[CH2:55][CH2:54][CH2:53][CH2:52]1)[CH2:49][CH:48]([O:56][CH3:57])[O:47][CH3:46])=[O:11]. The catalyst class is: 2. (4) Reactant: [C:1](Cl)(Cl)=[O:2].[CH2:5]([O:12][C:13]([N:15]1[CH2:20][CH2:19][NH:18][CH2:17][CH2:16]1)=[O:14])[C:6]1[CH:11]=[CH:10][CH:9]=[CH:8][CH:7]=1.[C:21]([O:25][C:26]([NH:28][NH2:29])=[O:27])([CH3:24])([CH3:23])[CH3:22].C(N(C(C)C)CC)(C)C. The catalyst class is: 2. Product: [CH2:5]([O:12][C:13]([N:15]1[CH2:20][CH2:19][N:18]([C:1]([N:28]([C:26]([O:25][C:21]([CH3:24])([CH3:23])[CH3:22])=[O:27])[NH2:29])=[O:2])[CH2:17][CH2:16]1)=[O:14])[C:6]1[CH:11]=[CH:10][CH:9]=[CH:8][CH:7]=1.